From a dataset of CYP2D6 inhibition data for predicting drug metabolism from PubChem BioAssay. Regression/Classification. Given a drug SMILES string, predict its absorption, distribution, metabolism, or excretion properties. Task type varies by dataset: regression for continuous measurements (e.g., permeability, clearance, half-life) or binary classification for categorical outcomes (e.g., BBB penetration, CYP inhibition). Dataset: cyp2d6_veith. (1) The compound is O=C(NNC(=S)NC(=O)c1cccnc1)c1ccccc1. The result is 0 (non-inhibitor). (2) The drug is COc1ccc2c(=O)cc(-c3ccncc3)oc2c1OC. The result is 0 (non-inhibitor). (3) The compound is O=C(CCN1CC2CCC(CC2)C1)c1cccs1. The result is 1 (inhibitor). (4) The result is 0 (non-inhibitor). The drug is CC(C)Cn1c(N)c(C(=O)CSc2ccc3c(c2)OCCO3)c(=O)n(C)c1=O. (5) The compound is Cc1sc(NC(=O)C2CCCCC2C(=O)O)c(C(N)=O)c1-c1ccc(C(C)(C)C)cc1. The result is 0 (non-inhibitor). (6) The molecule is O=C(O)c1ccc(S(=O)(=O)NC2CCCc3ccccc32)cc1. The result is 0 (non-inhibitor). (7) The drug is Oc1oc(-c2ccccc2)nc1C=Nc1ccccc1. The result is 0 (non-inhibitor). (8) The drug is CCC1CCCCN1CCn1c(=S)[nH]c2cc(OC)c(OC)cc2c1=O. The result is 1 (inhibitor). (9) The drug is Cc1cccc(-n2c(=O)c3c(n4cnnc24)-c2ccccc2CC32CCCCC2)c1. The result is 0 (non-inhibitor). (10) The molecule is CCCC[C@H](CC)CN1CN(C[C@@H](CC)CCCC)CC(C)(N)C1. The result is 1 (inhibitor).